This data is from Reaction yield outcomes from USPTO patents with 853,638 reactions. The task is: Predict the reaction yield, written as a fraction of the theoretical maximum amount of product (1.0 means a 100% yield; for example, 0.34 means a 34% yield). (1) The reactants are [NH2:1][C:2]1[N:7]=[CH:6][N:5]=[C:4]2[N:8]([C@@H:12]3[CH2:17][CH2:16][CH2:15][N:14]([C:18]([O:20][C:21]([CH3:24])([CH3:23])[CH3:22])=[O:19])[CH2:13]3)[N:9]=[C:10](I)[C:3]=12.[F:25][C:26]1[CH:47]=[CH:46][C:45]([F:48])=[CH:44][C:27]=1[O:28][C:29]1[CH:34]=[CH:33][C:32](B2OC(C)(C)C(C)(C)O2)=[CH:31][CH:30]=1.C(=O)([O-])[O-].[Na+].[Na+]. The catalyst is O1CCOCC1.O.C1C=CC([P]([Pd]([P](C2C=CC=CC=2)(C2C=CC=CC=2)C2C=CC=CC=2)([P](C2C=CC=CC=2)(C2C=CC=CC=2)C2C=CC=CC=2)[P](C2C=CC=CC=2)(C2C=CC=CC=2)C2C=CC=CC=2)(C2C=CC=CC=2)C2C=CC=CC=2)=CC=1. The product is [NH2:1][C:2]1[N:7]=[CH:6][N:5]=[C:4]2[N:8]([C@@H:12]3[CH2:17][CH2:16][CH2:15][N:14]([C:18]([O:20][C:21]([CH3:24])([CH3:23])[CH3:22])=[O:19])[CH2:13]3)[N:9]=[C:10]([C:32]3[CH:31]=[CH:30][C:29]([O:28][C:27]4[CH:44]=[C:45]([F:48])[CH:46]=[CH:47][C:26]=4[F:25])=[CH:34][CH:33]=3)[C:3]=12. The yield is 0.870. (2) The reactants are [CH2:1]([O:5][C:6]1[C:15]2[C:10](=[CH:11][CH:12]=[C:13]([N:16]3[CH:20]=[N:19][N:18]=[N:17]3)[CH:14]=2)[C:9](=[O:21])[N:8]([CH2:22][CH:23]([CH3:25])[CH3:24])[C:7]=1[CH2:26][NH:27]C(=O)OC(C)(C)C)[CH2:2][CH2:3][CH3:4].[ClH:35]. The catalyst is C(OCC)(=O)C. The product is [ClH:35].[NH2:27][CH2:26][C:7]1[N:8]([CH2:22][CH:23]([CH3:24])[CH3:25])[C:9](=[O:21])[C:10]2[C:15]([C:6]=1[O:5][CH2:1][CH2:2][CH2:3][CH3:4])=[CH:14][C:13]([N:16]1[CH:20]=[N:19][N:18]=[N:17]1)=[CH:12][CH:11]=2. The yield is 0.950. (3) The reactants are [F:1][C:2]([F:12])([F:11])[C:3]1[CH:10]=[CH:9][C:6]([CH:7]=O)=[CH:5][CH:4]=1.[N+:13]([CH3:16])([O-:15])=[O:14]. The product is [N+:13]([CH:16]=[CH:7][C:6]1[CH:9]=[CH:10][C:3]([C:2]([F:12])([F:11])[F:1])=[CH:4][CH:5]=1)([O-:15])=[O:14]. No catalyst specified. The yield is 0.980. (4) The reactants are [Br:1][CH2:2][CH2:3][CH2:4]Br.[C:6]([C:8]1[CH:13]=[CH:12][C:11]([OH:14])=[CH:10][CH:9]=1)#[N:7].C([O-])([O-])=O.[K+].[K+]. The catalyst is CC#N. The product is [Br:1][CH2:2][CH2:3][CH2:4][O:14][C:11]1[CH:12]=[CH:13][C:8]([C:6]#[N:7])=[CH:9][CH:10]=1. The yield is 0.690. (5) The reactants are Cl.[Cl:2][C:3]1[N:7]([CH3:8])[CH:6]=[N:5][C:4]=1[CH2:9]Cl.[CH3:11][C:12]1[N:17]=[C:16]([SH:18])[N:15]=[C:14]([OH:19])[CH:13]=1.C(=O)([O-])[O-].[K+].[K+]. The catalyst is CC(C)=O. The product is [Cl:2][C:3]1[N:7]([CH3:8])[CH:6]=[N:5][C:4]=1[CH2:9][S:18][C:16]1[N:15]=[C:14]([OH:19])[CH:13]=[C:12]([CH3:11])[N:17]=1. The yield is 0.930. (6) The reactants are [Cl:1][C:2]1[CH:7]=[CH:6][CH:5]=[C:4]([CH:8]=[CH2:9])[C:3]=1[OH:10].[C:11]([O-])([O-])=O.[K+].[K+].CCO[CH2:20][CH3:21]. The catalyst is CN(C=O)C. The product is [Cl:1][C:2]1[CH:7]=[CH:6][CH:5]=[C:4]([CH:8]=[CH2:9])[C:3]=1[O:10][CH:20]([CH3:21])[CH3:11]. The yield is 0.820. (7) The reactants are NC1C=C(OC)C=CC=1[C:10]([C:12]1[CH:17]=[CH:16][CH:15]=[CH:14][C:13]=1[F:18])=[O:11].[Cl:19][C:20]1[CH:21]=[C:22]([CH:24]=[CH:25][C:26]=1[Cl:27])[NH2:23].FC1C=CC=CC=1C#N. The product is [NH2:23][C:22]1[CH:21]=[C:20]([Cl:19])[C:26]([Cl:27])=[CH:25][C:24]=1[C:10]([C:12]1[CH:17]=[CH:16][CH:15]=[CH:14][C:13]=1[F:18])=[O:11]. No catalyst specified. The yield is 0.170. (8) The reactants are [CH2:1]([O:3][C:4](=[O:20])/[CH:5]=[CH:6]/[C:7]1[CH:12]=[CH:11][N:10]2[CH:13]=[C:14]([C:16]([F:19])([F:18])[F:17])[N:15]=[C:9]2[CH:8]=1)[CH3:2].[O-]S(C(F)(F)F)(=O)=O.F[C:30]1[CH:41]=[CH:40][CH:39]=[CH:38][C:31]=1[CH2:32][S+]1CCCC1. No catalyst specified. The product is [CH2:1]([O:3][C:4]([C@H:5]1[C@H:6]([C:7]2[CH:12]=[CH:11][N:10]3[CH:13]=[C:14]([C:16]([F:18])([F:19])[F:17])[N:15]=[C:9]3[CH:8]=2)[C@H:32]1[C:31]1[CH:38]=[CH:39][CH:40]=[CH:41][CH:30]=1)=[O:20])[CH3:2]. The yield is 0.490.